From a dataset of Reaction yield outcomes from USPTO patents with 853,638 reactions. Predict the reaction yield, written as a fraction of the theoretical maximum amount of product (1.0 means a 100% yield; for example, 0.34 means a 34% yield). (1) The reactants are [C:1]([O:5][C:6](=[O:17])[NH:7][C:8]1[CH:13]=[C:12]([CH3:14])[C:11]([OH:15])=[CH:10][C:9]=1[CH3:16])([CH3:4])([CH3:3])[CH3:2].C(=O)([O-])[O-].[K+].[K+].Br[CH2:25][CH3:26].O. The product is [C:1]([O:5][C:6](=[O:17])[NH:7][C:8]1[CH:13]=[C:12]([CH3:14])[C:11]([O:15][CH2:25][CH3:26])=[CH:10][C:9]=1[CH3:16])([CH3:4])([CH3:3])[CH3:2]. The yield is 0.900. The catalyst is CN(C=O)C. (2) The reactants are [CH3:1][N:2]([CH3:38])[CH:3]1[CH2:8][CH2:7][N:6]([CH2:9][C:10]2[S:18][C:17]3[C:16]([N:19]4[CH2:24][CH2:23][O:22][CH2:21][CH2:20]4)=[N:15][C:14]([Sn](CCCC)(CCCC)CCCC)=[N:13][C:12]=3[CH:11]=2)[CH2:5][CH2:4]1.[CH2:39]([O:46][C:47]1[C:48]2[N:49]([CH:54]=[CH:55][N:56]=2)[C:50](Br)=[CH:51][CH:52]=1)[C:40]1[CH:45]=[CH:44][CH:43]=[CH:42][CH:41]=1. The catalyst is O1CCOCC1.C1C=CC([P]([Pd]([P](C2C=CC=CC=2)(C2C=CC=CC=2)C2C=CC=CC=2)([P](C2C=CC=CC=2)(C2C=CC=CC=2)C2C=CC=CC=2)[P](C2C=CC=CC=2)(C2C=CC=CC=2)C2C=CC=CC=2)(C2C=CC=CC=2)C2C=CC=CC=2)=CC=1.[Cu]I. The product is [CH2:39]([O:46][C:47]1[C:48]2[N:49]([CH:54]=[CH:55][N:56]=2)[C:50]([C:14]2[N:15]=[C:16]([N:19]3[CH2:20][CH2:21][O:22][CH2:23][CH2:24]3)[C:17]3[S:18][C:10]([CH2:9][N:6]4[CH2:5][CH2:4][CH:3]([N:2]([CH3:38])[CH3:1])[CH2:8][CH2:7]4)=[CH:11][C:12]=3[N:13]=2)=[CH:51][CH:52]=1)[C:40]1[CH:41]=[CH:42][CH:43]=[CH:44][CH:45]=1. The yield is 0.920. (3) The yield is 0.410. The reactants are [CH3:1][C:2]1[N:3]([CH2:7][O:8][CH2:9][CH2:10][Si:11]([CH3:14])([CH3:13])[CH3:12])[CH:4]=[CH:5][N:6]=1.C([Li])CCC.[O:20]=[C:21]1[CH2:24][N:23](C(OC(C)(C)C)=O)[CH2:22]1. The product is [CH3:14][Si:11]([CH3:13])([CH3:12])[CH2:10][CH2:9][O:8][CH2:7][N:3]1[CH:4]=[CH:5][N:6]=[C:2]1[CH2:1][C:21]1([OH:20])[CH2:24][NH:23][CH2:22]1. The catalyst is O1CCCC1.